This data is from Full USPTO retrosynthesis dataset with 1.9M reactions from patents (1976-2016). The task is: Predict the reactants needed to synthesize the given product. (1) Given the product [Cl:32][C:29]1[CH:28]=[CH:27][C:26]([S:25][C:4]2[C:3]3[C:2]([C:38]4[CH:43]=[CH:42][CH:41]=[CH:40][CH:39]=4)=[CH:10][C:9]([C:11]4[N:12]=[N:13][N:14]([CH3:16])[N:15]=4)=[CH:8][C:7]=3[N:6]3[CH2:17][CH2:18][CH:19]([CH2:20][C:21]([OH:23])=[O:22])[C:5]=23)=[CH:31][CH:30]=1, predict the reactants needed to synthesize it. The reactants are: Br[C:2]1[C:3]2[C:4]([S:25][C:26]3[CH:31]=[CH:30][C:29]([Cl:32])=[CH:28][CH:27]=3)=[C:5]3[CH:19]([CH2:20][C:21]([O:23]C)=[O:22])[CH2:18][CH2:17][N:6]3[C:7]=2[CH:8]=[C:9]([C:11]2[N:12]=[N:13][N:14]([CH3:16])[N:15]=2)[CH:10]=1.C([Sn](CCCC)(CCCC)[C:38]1[CH:43]=[CH:42][CH:41]=[CH:40][CH:39]=1)CCC. (2) Given the product [F:1][C:2]1[CH:3]=[C:4]([CH:5]2[O:13][CH2:12][CH2:11][O:6]2)[CH:7]=[C:8]([F:10])[CH:9]=1, predict the reactants needed to synthesize it. The reactants are: [F:1][C:2]1[CH:3]=[C:4]([CH:7]=[C:8]([F:10])[CH:9]=1)[CH:5]=[O:6].[CH2:11](O)[CH2:12][OH:13]. (3) Given the product [CH3:5][C:6]1[CH:10]=[C:9]([NH:11][C:1](=[O:3])[CH3:2])[NH:8][N:7]=1, predict the reactants needed to synthesize it. The reactants are: [C:1](Cl)(=[O:3])[CH3:2].[CH3:5][C:6]1[CH:10]=[C:9]([NH2:11])[NH:8][N:7]=1.CN1CCOCC1.O. (4) Given the product [CH3:30][O:29][C:26]1[CH:27]=[C:28]2[C:23](=[CH:24][C:25]=1[O:31][CH3:32])[N:22]=[CH:21][CH:20]=[C:19]2[O:18][C:15]1[CH:16]=[CH:17][C:12]([O:11][CH2:10][CH2:9][NH:8][C:3]2[CH:4]=[CH:5][CH:6]=[CH:7][C:2]=2[CH3:1])=[CH:13][CH:14]=1, predict the reactants needed to synthesize it. The reactants are: [CH3:1][C:2]1[CH:7]=[CH:6][CH:5]=[CH:4][C:3]=1[NH:8][C:9](=O)[CH2:10][O:11][C:12]1[CH:17]=[CH:16][C:15]([O:18][C:19]2[C:28]3[C:23](=[CH:24][C:25]([O:31][CH3:32])=[C:26]([O:29][CH3:30])[CH:27]=3)[N:22]=[CH:21][CH:20]=2)=[CH:14][CH:13]=1.Cl.[OH-].[Na+]. (5) Given the product [CH:11]([N:13]1[CH2:18][CH2:17][N:16]([CH:2]([C:4]2[CH:9]=[CH:8][CH:7]=[CH:6][CH:5]=2)[C:1]#[N:10])[CH2:15][CH2:14]1)=[O:12], predict the reactants needed to synthesize it. The reactants are: [C:1](#[N:10])[CH:2]([C:4]1[CH:9]=[CH:8][CH:7]=[CH:6][CH:5]=1)O.[CH:11]([N:13]1[CH2:18][CH2:17][NH:16][CH2:15][CH2:14]1)=[O:12]. (6) Given the product [NH2:1][C:2]1[N:7]([C:8]2[CH:9]=[CH:10][C:11]([CH2:14][CH2:15][NH:31][C@H:32]([C:37]([O:39][C:3]([CH3:22])([CH3:4])[CH3:2])=[O:38])[CH2:33][CH:34]([CH3:36])[CH3:35])=[CH:12][CH:13]=2)[C:6](=[O:21])[CH:5]=[CH:4][C:3]=1[C:22]([C:23]1[CH:24]=[CH:25][C:26]([F:29])=[CH:27][CH:28]=1)=[O:30], predict the reactants needed to synthesize it. The reactants are: [NH2:1][C:2]1[N:7]([C:8]2[CH:13]=[CH:12][C:11]([CH2:14][CH2:15]OS(C)(=O)=O)=[CH:10][CH:9]=2)[C:6](=[O:21])[CH:5]=[CH:4][C:3]=1[C:22](=[O:30])[C:23]1[CH:28]=[CH:27][C:26]([F:29])=[CH:25][CH:24]=1.[NH2:31][C@H:32]([C:37]([OH:39])=[O:38])[CH2:33][CH:34]([CH3:36])[CH3:35]. (7) Given the product [CH2:24]([N:23]1[CH:25]=[C:20]([CH2:16][CH2:17][NH:18][C:14](=[O:45])[NH2:13])[N:21]=[CH:22]1)[CH3:26], predict the reactants needed to synthesize it. The reactants are: C(N1N=NC(CCNC([NH:13][C:14]2S[C:16]([C:20]3[CH:25]=[C:24]([CH3:26])[N:23]=[C:22](S(C)=O)[N:21]=3)=[C:17](C)[N:18]=2)=O)=N1)C.CN(C)C1N=C(C2SC(NC(NCCC3N=NN(CC)N=3)=[O:45])=NC=2C)C=C(C)N=1.CN(C)CCN(C)C1N=C(C2SC(NC(NCCC3N=NN(CC)N=3)=O)=NC=2C)C=C(C)N=1.CN(C)C(=O)CNC(NC1SC(C2C(S)=C(C)N=C(C)N=2)=C(C)N=1)=O.CS(C1N=C(C2SC(NC(=O)NCC(N(C)C)=O)=NC=2C)C=C(C)N=1)=O.CN(C)CCN(C)C1N=C(C2SC(NC(=O)NCC(N(C)C)=O)=NC=2C)C=C(C)N=1.CN(C)CCN(C)C1N=C(C2SC(NC(NCCC3OC(CC)=CN=3)=O)=NC=2C)C=CN=1.C(C1OC(CCNC(NC2SC(C3C=CN=C(NCCCN4C=CN=C4)N=3)=C(C)N=2)=O)=NC=1)C.C(N1C=C(CCNC(NC2SC(C3C=CN=C(S(C)=O)N=3)=C(C)N=2)=O)N=C1)C.